This data is from Reaction yield outcomes from USPTO patents with 853,638 reactions. The task is: Predict the reaction yield, written as a fraction of the theoretical maximum amount of product (1.0 means a 100% yield; for example, 0.34 means a 34% yield). (1) The yield is 0.600. The catalyst is C1C=CC=CC=1. The product is [Br:16][CH2:1][C:2]1[CH:15]=[CH:14][C:5]([C:6]([C:8]2[CH:13]=[CH:12][CH:11]=[CH:10][CH:9]=2)=[O:7])=[CH:4][CH:3]=1. The reactants are [CH3:1][C:2]1[CH:15]=[CH:14][C:5]([C:6]([C:8]2[CH:13]=[CH:12][CH:11]=[CH:10][CH:9]=2)=[O:7])=[CH:4][CH:3]=1.[Br:16]Br. (2) The reactants are [CH3:1][O:2][C:3]1[CH:4]=[C:5]2[C:10](=[CH:11][C:12]=1[O:13][CH3:14])[N:9]=[CH:8][CH:7]=[C:6]2[O:15][C:16]1[CH:22]=[CH:21][C:19]([NH2:20])=[CH:18][CH:17]=1.Cl[C:24](Cl)([O:26]C(=O)OC(Cl)(Cl)Cl)Cl.[CH3:35][CH2:36][CH2:37][CH2:38][CH:39]([OH:44])[CH2:40][CH2:41][CH2:42][CH3:43].C(=O)(O)[O-].[Na+]. The catalyst is C(Cl)Cl.C(N(CC)CC)C.C1(C)C=CC=CC=1. The product is [CH3:1][O:2][C:3]1[CH:4]=[C:5]2[C:10](=[CH:11][C:12]=1[O:13][CH3:14])[N:9]=[CH:8][CH:7]=[C:6]2[O:15][C:16]1[CH:22]=[CH:21][C:19]([NH:20][C:24](=[O:26])[O:44][CH:39]([CH2:40][CH2:41][CH2:42][CH3:43])[CH2:38][CH2:37][CH2:36][CH3:35])=[CH:18][CH:17]=1. The yield is 0.0200. (3) The reactants are [CH:1]([N:14]1[CH2:17][C:16]([CH2:19][CH3:20])([OH:18])[CH2:15]1)([C:8]1[CH:13]=[CH:12][CH:11]=[CH:10][CH:9]=1)[C:2]1[CH:7]=[CH:6][CH:5]=[CH:4][CH:3]=1.C(N(CC)CC)C.[CH3:28][S:29](Cl)(=[O:31])=[O:30]. The catalyst is ClCCl. The product is [CH:1]([N:14]1[CH2:17][C:16]([O:18][S:29]([CH3:28])(=[O:31])=[O:30])([CH2:19][CH3:20])[CH2:15]1)([C:8]1[CH:13]=[CH:12][CH:11]=[CH:10][CH:9]=1)[C:2]1[CH:3]=[CH:4][CH:5]=[CH:6][CH:7]=1. The yield is 0.980. (4) The reactants are N[C:2]1[C:11]([CH3:12])=[CH:10][CH:9]=[C:8]2[C:3]=1[CH:4]=[N:5][NH:6][C:7]2=[O:13].N([O-])=O.[Na+].[I-:18]. The catalyst is Cl.O. The product is [I:18][C:2]1[C:11]([CH3:12])=[CH:10][CH:9]=[C:8]2[C:3]=1[CH:4]=[N:5][NH:6][C:7]2=[O:13]. The yield is 0.690. (5) The reactants are [OH-].[K+].[CH:3]([C:6]1[C:7]([O:18][CH3:19])=[CH:8][C:9]([O:16][CH3:17])=[C:10]([CH:15]=1)[C:11]([O:13]C)=[O:12])([CH3:5])[CH3:4]. The catalyst is CO.O. The product is [CH:3]([C:6]1[C:7]([O:18][CH3:19])=[CH:8][C:9]([O:16][CH3:17])=[C:10]([CH:15]=1)[C:11]([OH:13])=[O:12])([CH3:5])[CH3:4]. The yield is 0.980. (6) The reactants are [CH2:1]([C:3]1[CH:8]=[CH:7][C:6]([C@H:9]2[CH2:14][C@@H:13]([C:15]([F:18])([F:17])[F:16])[N:12]3[N:19]=[CH:20][C:21]([C:22](O)=[O:23])=[C:11]3[NH:10]2)=[CH:5][CH:4]=1)[CH3:2].CN(C(ON1N=NC2C=CC=NC1=2)=[N+](C)C)C.F[P-](F)(F)(F)(F)F.C(N(CC)C(C)C)(C)C.[C:58]1([CH2:64][NH2:65])[CH:63]=[CH:62][CH:61]=[CH:60][CH:59]=1. No catalyst specified. The product is [CH2:64]([NH:65][C:22]([C:21]1[CH:20]=[N:19][N:12]2[C@H:13]([C:15]([F:17])([F:18])[F:16])[CH2:14][C@H:9]([C:6]3[CH:7]=[CH:8][C:3]([CH2:1][CH3:2])=[CH:4][CH:5]=3)[NH:10][C:11]=12)=[O:23])[C:58]1[CH:63]=[CH:62][CH:61]=[CH:60][CH:59]=1. The yield is 0.920. (7) The reactants are [CH2:1]([N:5]1[C:13]([N:14]2[CH2:19][CH2:18][NH:17][C@H:16]([CH3:20])[CH2:15]2)=[N:12][C:11]2[C:6]1=[N:7][C:8]([C:27]1[CH:28]=[N:29][C:30]([NH2:33])=[N:31][CH:32]=1)=[N:9][C:10]=2[N:21]1[CH2:26][CH2:25][O:24][CH2:23][CH2:22]1)[CH:2]([CH3:4])[CH3:3].C(N(CC)CC)C.[S:41](Cl)([CH3:44])(=[O:43])=[O:42]. The catalyst is O1CCCC1. The product is [CH2:1]([N:5]1[C:13]([N:14]2[CH2:19][CH2:18][N:17]([S:41]([CH3:44])(=[O:43])=[O:42])[C@H:16]([CH3:20])[CH2:15]2)=[N:12][C:11]2[C:6]1=[N:7][C:8]([C:27]1[CH:32]=[N:31][C:30]([NH2:33])=[N:29][CH:28]=1)=[N:9][C:10]=2[N:21]1[CH2:26][CH2:25][O:24][CH2:23][CH2:22]1)[CH:2]([CH3:4])[CH3:3]. The yield is 0.620. (8) The reactants are Br[C:2]1[S:3][CH:4]=[CH:5][C:6]=1[CH2:7][CH2:8][CH2:9][CH2:10][CH2:11][CH2:12][CH2:13][CH3:14].Br[C:16]1[S:25][C:19]2[S:20][C:21](Br)=[C:22]([CH3:23])[C:18]=2[C:17]=1[CH3:26]. The catalyst is C1COCC1.[Zn]. The product is [CH2:7]([C:6]1[CH:5]=[CH:4][S:3][C:2]=1[C:16]1[S:25][C:19]2[S:20][C:21]([C:2]3[S:3][CH:4]=[CH:5][C:6]=3[CH2:7][CH2:8][CH2:9][CH2:10][CH2:11][CH2:12][CH2:13][CH3:14])=[C:22]([CH3:23])[C:18]=2[C:17]=1[CH3:26])[CH2:8][CH2:9][CH2:10][CH2:11][CH2:12][CH2:13][CH3:14]. The yield is 0.720.